Dataset: Full USPTO retrosynthesis dataset with 1.9M reactions from patents (1976-2016). Task: Predict the reactants needed to synthesize the given product. Given the product [CH3:23][S:24][CH2:25][CH2:26][N:19]1[CH2:18][CH2:17][N:16]([C:11]2[CH:12]=[CH:13][CH:14]=[CH:15][C:10]=2[CH:4]2[CH2:3][C:2]([CH3:22])([CH3:1])[CH2:7][C:6]([CH3:8])([CH3:9])[CH2:5]2)[CH2:21][CH2:20]1, predict the reactants needed to synthesize it. The reactants are: [CH3:1][C:2]1([CH3:22])[CH2:7][C:6]([CH3:9])([CH3:8])[CH2:5][CH:4]([C:10]2[CH:15]=[CH:14][CH:13]=[CH:12][C:11]=2[N:16]2[CH2:21][CH2:20][NH:19][CH2:18][CH2:17]2)[CH2:3]1.[CH3:23][S:24][CH2:25][CH2:26]Cl.C(=O)([O-])[O-].[K+].[K+].